Dataset: Catalyst prediction with 721,799 reactions and 888 catalyst types from USPTO. Task: Predict which catalyst facilitates the given reaction. (1) Reactant: [C:1]([O:5][C:6]([N:8]1[CH2:13][CH:12]=[C:11]([C:14]2[C:15]([CH3:21])=[N:16][C:17]([NH2:20])=[CH:18][CH:19]=2)[CH2:10][CH2:9]1)=[O:7])([CH3:4])([CH3:3])[CH3:2]. Product: [C:1]([O:5][C:6]([N:8]1[CH2:9][CH2:10][CH:11]([C:14]2[C:15]([CH3:21])=[N:16][C:17]([NH2:20])=[CH:18][CH:19]=2)[CH2:12][CH2:13]1)=[O:7])([CH3:4])([CH3:3])[CH3:2]. The catalyst class is: 43. (2) Reactant: [C:1]([O:5][C@@H:6]([C:12]1[C:44]([CH3:45])=[CH:43][C:15]2[N:16]=[C:17]([C:19]3[CH:24]=[CH:23][N:22]=[C:21]([C:25]4[CH:26]=[C:27]5[C:32](=[CH:33][CH:34]=4)[N:31]=[C:30](OS(C(F)(F)F)(=O)=O)[CH:29]=[CH:28]5)[CH:20]=3)[S:18][C:14]=2[C:13]=1[C:46]1[CH:51]=[CH:50][C:49]([Cl:52])=[CH:48][CH:47]=1)[C:7]([O:9][CH2:10][CH3:11])=[O:8])([CH3:4])([CH3:3])[CH3:2].[CH3:53][NH2:54]. Product: [C:1]([O:5][C@@H:6]([C:12]1[C:44]([CH3:45])=[CH:43][C:15]2[N:16]=[C:17]([C:19]3[CH:24]=[CH:23][N:22]=[C:21]([C:25]4[CH:26]=[C:27]5[C:32](=[CH:33][CH:34]=4)[N:31]=[C:30]([NH:54][CH3:53])[CH:29]=[CH:28]5)[CH:20]=3)[S:18][C:14]=2[C:13]=1[C:46]1[CH:47]=[CH:48][C:49]([Cl:52])=[CH:50][CH:51]=1)[C:7]([O:9][CH2:10][CH3:11])=[O:8])([CH3:4])([CH3:3])[CH3:2]. The catalyst class is: 1. (3) Reactant: [OH:1][CH2:2][C:3]1[CH:14]=[C:13]([CH3:15])[C:6]([O:7][CH2:8][C:9](OC)=[O:10])=[C:5]([CH3:16])[CH:4]=1.O.[NH2:18][NH2:19]. Product: [OH:1][CH2:2][C:3]1[CH:14]=[C:13]([CH3:15])[C:6]([O:7][CH2:8][C:9]([NH:18][NH2:19])=[O:10])=[C:5]([CH3:16])[CH:4]=1. The catalyst class is: 14. (4) Reactant: [CH2:1]([O:5][C:6]1[CH:18]=[CH:17][C:16]2[C:15]3[C:10](=[C:11]([F:22])[CH:12]=[C:13]([CH2:19][CH2:20][CH3:21])[CH:14]=3)[C:9](=O)[C:8]=2[C:7]=1[F:24])[CH2:2][CH2:3][CH3:4].C([SiH](CC)CC)C.O. Product: [CH2:1]([O:5][C:6]1[CH:18]=[CH:17][C:16]2[C:15]3[C:10](=[C:11]([F:22])[CH:12]=[C:13]([CH2:19][CH2:20][CH3:21])[CH:14]=3)[CH2:9][C:8]=2[C:7]=1[F:24])[CH2:2][CH2:3][CH3:4]. The catalyst class is: 55. (5) Reactant: [NH:1]1[C:5]2[CH:6]=[CH:7][CH:8]=[C:9]([N:10]3[CH:15]=[C:14]([OH:16])[C:13](=[O:17])[CH:12]=[C:11]3[CH3:18])[C:4]=2[N:3]=[CH:2]1.[Cl:19][C:20]1[CH:27]=[CH:26][CH:25]=[C:24]([F:28])[C:21]=1[CH2:22]Br. Product: [Cl:19][C:20]1[CH:27]=[CH:26][CH:25]=[C:24]([F:28])[C:21]=1[CH2:22][N:1]1[C:5]2[CH:6]=[CH:7][CH:8]=[C:9]([N:10]3[CH:15]=[C:14]([OH:16])[C:13](=[O:17])[CH:12]=[C:11]3[CH3:18])[C:4]=2[N:3]=[CH:2]1. The catalyst class is: 3. (6) Product: [I-:24].[CH:1]1([C@@:6]([C:17]2[CH:22]=[CH:21][CH:20]=[CH:19][CH:18]=2)([CH3:16])[C:7]([O:9][C@H:10]2[CH2:14][CH2:13][N+:12]([CH3:23])([CH3:15])[CH2:11]2)=[O:8])[CH2:5][CH2:4][CH2:3][CH2:2]1. Reactant: [CH:1]1([C@@:6]([C:17]2[CH:22]=[CH:21][CH:20]=[CH:19][CH:18]=2)([CH3:16])[C:7]([O:9][C@H:10]2[CH2:14][CH2:13][N:12]([CH3:15])[CH2:11]2)=[O:8])[CH2:5][CH2:4][CH2:3][CH2:2]1.[CH3:23][I:24]. The catalyst class is: 245.